From a dataset of Forward reaction prediction with 1.9M reactions from USPTO patents (1976-2016). Predict the product of the given reaction. (1) Given the reactants N1C(Cl)=NC(Cl)=NC=1Cl.N1C(C)=CC(C)=CC=1C.[NH2:19][C:20](=O)[C@H:21]([NH:38][C:39](=[O:45])[O:40][C:41]([CH3:44])([CH3:43])[CH3:42])[CH2:22][CH2:23][C:24]1[CH:29]=[CH:28][C:27]([CH2:30][CH2:31][CH2:32][CH2:33][CH2:34][CH2:35][CH2:36][CH3:37])=[CH:26][CH:25]=1, predict the reaction product. The product is: [C:20]([C@H:21]([NH:38][C:39](=[O:45])[O:40][C:41]([CH3:44])([CH3:43])[CH3:42])[CH2:22][CH2:23][C:24]1[CH:29]=[CH:28][C:27]([CH2:30][CH2:31][CH2:32][CH2:33][CH2:34][CH2:35][CH2:36][CH3:37])=[CH:26][CH:25]=1)#[N:19]. (2) Given the reactants F[C:2](F)(F)C(O)=O.[Cl:8][C:9]1[C:18]2[C:13](=[CH:14][CH:15]=[C:16]([C:19]([OH:37])([C:31]3[N:35]([CH3:36])[N:34]=[N:33][CH:32]=3)[CH:20]3[CH2:23][N:22]([C:24]([O:26]C(C)(C)C)=O)[CH2:21]3)[CH:17]=2)[N:12]=[C:11]([CH2:38][CH3:39])[C:10]=1[CH2:40][C:41]1[CH:46]=[CH:45][C:44]([C:47]([F:50])([F:49])[F:48])=[CH:43][CH:42]=1.C(N(CC)CC)C.C(OC(=O)C)(=O)C.C(=O)(O)[O-].[Na+], predict the reaction product. The product is: [Cl:8][C:9]1[C:18]2[C:13](=[CH:14][CH:15]=[C:16]([C:19]([OH:37])([C:31]3[N:35]([CH3:36])[N:34]=[N:33][CH:32]=3)[CH:20]3[CH2:23][N:22]([C:24](=[O:26])[CH3:2])[CH2:21]3)[CH:17]=2)[N:12]=[C:11]([CH2:38][CH3:39])[C:10]=1[CH2:40][C:41]1[CH:46]=[CH:45][C:44]([C:47]([F:50])([F:48])[F:49])=[CH:43][CH:42]=1.